From a dataset of Full USPTO retrosynthesis dataset with 1.9M reactions from patents (1976-2016). Predict the reactants needed to synthesize the given product. The reactants are: Cl[C:2]1[N:7]2[CH:8]=[CH:9][N:10]=[C:6]2[CH:5]=[C:4]([Cl:11])[N:3]=1.FC(F)(F)C(O)=O.[NH2:19][CH2:20][CH2:21][NH:22][C:23]1[CH:30]=[CH:29][C:26]([C:27]#[N:28])=[CH:25][N:24]=1.CCN(C(C)C)C(C)C.O. Given the product [Cl:11][C:4]1[N:3]=[C:2]([NH:19][CH2:20][CH2:21][NH:22][C:23]2[CH:30]=[CH:29][C:26]([C:27]#[N:28])=[CH:25][N:24]=2)[N:7]2[CH:8]=[CH:9][N:10]=[C:6]2[CH:5]=1, predict the reactants needed to synthesize it.